Task: Predict the product of the given reaction.. Dataset: Forward reaction prediction with 1.9M reactions from USPTO patents (1976-2016) (1) The product is: [NH2:14][C:9]1[CH:10]=[C:11]2[C:6](=[CH:7][CH:8]=1)[N:5]([CH2:17][CH2:18][O:19][CH3:20])[C:4](=[O:21])[N:3]([CH2:1][CH3:2])[C:12]2=[O:13]. Given the reactants [CH2:1]([N:3]1[C:12](=[O:13])[C:11]2[C:6](=[CH:7][CH:8]=[C:9]([N+:14]([O-])=O)[CH:10]=2)[N:5]([CH2:17][CH2:18][O:19][CH3:20])[C:4]1=[O:21])[CH3:2].[H][H], predict the reaction product. (2) Given the reactants [CH3:1][C:2]1([CH3:18])[O:7][C:6]2[CH:8]=[CH:9][C:10]([C@H:12]3[O:16][C:15](=[O:17])[NH:14][CH2:13]3)=[CH:11][C:5]=2[CH2:4][O:3]1.[H-].[Na+].[CH2:21]([O:26][CH2:27][CH2:28][CH2:29][CH2:30][CH2:31][CH2:32]Br)[CH2:22][CH2:23][C:24]#[CH:25].P([O-])([O-])([O-])=O, predict the reaction product. The product is: [CH3:1][C:2]1([CH3:18])[O:7][C:6]2[CH:8]=[CH:9][C:10]([C@H:12]3[O:16][C:15](=[O:17])[N:14]([CH2:32][CH2:31][CH2:30][CH2:29][CH2:28][CH2:27][O:26][CH2:21][CH2:22][CH2:23][C:24]#[CH:25])[CH2:13]3)=[CH:11][C:5]=2[CH2:4][O:3]1. (3) The product is: [CH3:1][O:2][C:3]([C:5]1[S:6][C:7]([C:27]2[CH2:32][CH2:31][CH2:30][CH2:29][CH:28]=2)=[CH:8][C:9]=1[N:10]([C@H:20]1[CH2:25][CH2:24][C@H:23]([O:26][CH2:42][O:43][CH3:44])[CH2:22][CH2:21]1)[C:11]([C@H:13]1[CH2:14][CH2:15][C@H:16]([CH3:19])[CH2:17][CH2:18]1)=[O:12])=[O:4]. Given the reactants [CH3:1][O:2][C:3]([C:5]1[S:6][C:7]([C:27]2[CH2:32][CH2:31][CH2:30][CH2:29][CH:28]=2)=[CH:8][C:9]=1[N:10]([C@H:20]1[CH2:25][CH2:24][C@H:23]([OH:26])[CH2:22][CH2:21]1)[C:11]([C@H:13]1[CH2:18][CH2:17][C@H:16]([CH3:19])[CH2:15][CH2:14]1)=[O:12])=[O:4].C(N(C(C)C)CC)(C)C.[CH3:42][O:43][CH2:44]Cl, predict the reaction product. (4) The product is: [C:14]([O:13][C:12](=[O:18])[NH:11][C@@H:9]1[CH2:10][C@H:8]1[C:5]1[CH:6]=[CH:7][C:2]([NH:1][C:31]([C:30]2[CH:34]=[CH:35][CH:36]=[C:28]([NH:27][C:25]([C:19]3[CH:24]=[CH:23][CH:22]=[CH:21][CH:20]=3)=[O:26])[CH:29]=2)=[O:32])=[CH:3][CH:4]=1)([CH3:15])([CH3:17])[CH3:16]. Given the reactants [NH2:1][C:2]1[CH:7]=[CH:6][C:5]([C@@H:8]2[CH2:10][C@H:9]2[NH:11][C:12](=[O:18])[O:13][C:14]([CH3:17])([CH3:16])[CH3:15])=[CH:4][CH:3]=1.[C:19]1([C:25]([NH:27][C:28]2[CH:29]=[C:30]([CH:34]=[CH:35][CH:36]=2)[C:31](O)=[O:32])=[O:26])[CH:24]=[CH:23][CH:22]=[CH:21][CH:20]=1.Cl.C(N=C=NCCCN(C)C)C.ON1C2C=CC=CC=2N=N1, predict the reaction product.